Dataset: Forward reaction prediction with 1.9M reactions from USPTO patents (1976-2016). Task: Predict the product of the given reaction. (1) Given the reactants [Cl:1][C:2]1[CH:9]=[C:8]([Cl:10])[CH:7]=[CH:6][C:3]=1[CH:4]=O.[CH3:11][C:12](=O)[CH:13]=[CH2:14].[NH2:16][S:17]([C:20]1[CH:25]=[CH:24][C:23]([NH2:26])=[CH:22][CH:21]=1)(=[O:19])=[O:18], predict the reaction product. The product is: [Cl:1][C:2]1[CH:9]=[C:8]([Cl:10])[CH:7]=[CH:6][C:3]=1[C:4]1[N:26]([C:23]2[CH:24]=[CH:25][C:20]([S:17]([NH2:16])(=[O:18])=[O:19])=[CH:21][CH:22]=2)[C:12]([CH3:11])=[CH:13][CH:14]=1. (2) Given the reactants [I:1][C:2]1[CH:18]=[CH:17][C:5]([O:6][CH2:7][CH2:8][CH2:9][CH2:10][CH2:11][C:12]([O:14]CC)=[O:13])=[CH:4][CH:3]=1.O.[OH-].[Na+], predict the reaction product. The product is: [I:1][C:2]1[CH:3]=[CH:4][C:5]([O:6][CH2:7][CH2:8][CH2:9][CH2:10][CH2:11][C:12]([OH:14])=[O:13])=[CH:17][CH:18]=1. (3) Given the reactants [F:1][C:2]1[CH:41]=[CH:40][CH:39]=[C:38]([F:42])[C:3]=1[CH2:4][O:5][C:6]1[C:7]2[N:8]([C:12]([C:16]([NH:18][C:19]3([C:27]4[CH:28]=[N:29][N:30](C5CCCCO5)[CH:31]=4)[CH2:24][O:23]C(C)(C)[O:21][CH2:20]3)=[O:17])=[C:13]([CH3:15])[N:14]=2)[CH:9]=[CH:10][CH:11]=1.[ClH:43].O1CCOCC1, predict the reaction product. The product is: [ClH:43].[F:42][C:38]1[CH:39]=[CH:40][CH:41]=[C:2]([F:1])[C:3]=1[CH2:4][O:5][C:6]1[C:7]2[N:8]([C:12]([C:16]([NH:18][C:19]([C:27]3[CH:31]=[N:30][NH:29][CH:28]=3)([CH2:20][OH:21])[CH2:24][OH:23])=[O:17])=[C:13]([CH3:15])[N:14]=2)[CH:9]=[CH:10][CH:11]=1. (4) Given the reactants [C:1](=[O:4])([O-])[O-].[K+].[K+].IC.[Cl:9][C:10]1[CH:15]=[C:14]([Cl:16])[CH:13]=[C:12]([N+:17]([O-:19])=[O:18])[C:11]=1O, predict the reaction product. The product is: [Cl:9][C:10]1[CH:15]=[C:14]([Cl:16])[CH:13]=[C:12]([N+:17]([O-:19])=[O:18])[C:11]=1[O:4][CH3:1]. (5) The product is: [CH2:1]([CH:8]1[CH2:12][O:11][C:10](=[O:13])[N:9]1[C:14](=[O:40])[CH:15]([C:16]1[CH:17]=[C:18]([C:30]2[CH:31]=[CH:32][C:33]([C:36]([F:38])([F:39])[F:37])=[CH:34][CH:35]=2)[CH:19]=[C:20]([O:22][CH2:23][C:24]2[CH:29]=[CH:28][CH:27]=[CH:26][CH:25]=2)[CH:21]=1)[CH2:44][C:43]([CH3:45])=[CH2:42])[C:2]1[CH:3]=[CH:4][CH:5]=[CH:6][CH:7]=1. Given the reactants [CH2:1]([CH:8]1[CH2:12][O:11][C:10](=[O:13])[N:9]1[C:14](=[O:40])[CH2:15][C:16]1[CH:17]=[C:18]([C:30]2[CH:35]=[CH:34][C:33]([C:36]([F:39])([F:38])[F:37])=[CH:32][CH:31]=2)[CH:19]=[C:20]([O:22][CH2:23][C:24]2[CH:29]=[CH:28][CH:27]=[CH:26][CH:25]=2)[CH:21]=1)[C:2]1[CH:7]=[CH:6][CH:5]=[CH:4][CH:3]=1.Br[CH2:42][C:43]([CH3:45])=[CH2:44], predict the reaction product. (6) Given the reactants [CH2:1]([O:3][C:4](=[O:17])[CH2:5][O:6][C:7]1[C:12]([N+:13]([O-:15])=[O:14])=[CH:11][CH:10]=[C:9](Cl)[N:8]=1)[CH3:2].C(N(CC)CC)C.[CH3:25][O:26][C:27]1[CH:34]=[C:33]([O:35][CH3:36])[CH:32]=[CH:31][C:28]=1[CH2:29][NH2:30], predict the reaction product. The product is: [CH2:1]([O:3][C:4](=[O:17])[CH2:5][O:6][C:7]1[C:12]([N+:13]([O-:15])=[O:14])=[CH:11][CH:10]=[C:9]([NH:30][CH2:29][C:28]2[CH:31]=[CH:32][C:33]([O:35][CH3:36])=[CH:34][C:27]=2[O:26][CH3:25])[N:8]=1)[CH3:2].